From a dataset of Blood-brain barrier permeability classification from the B3DB database. Regression/Classification. Given a drug SMILES string, predict its absorption, distribution, metabolism, or excretion properties. Task type varies by dataset: regression for continuous measurements (e.g., permeability, clearance, half-life) or binary classification for categorical outcomes (e.g., BBB penetration, CYP inhibition). Dataset: b3db_classification. (1) The compound is CN1[C@@H](CCl)Nc2cc(Cl)c(S(N)(=O)=O)cc2S1(=O)=O. The result is 0 (does not penetrate BBB). (2) The molecule is CC(C)N(CCNC(=O)CN1CCCC1=O)C(C)C. The result is 1 (penetrates BBB). (3) The compound is CC(C)n1c(/C=C/[C@H](O)C[C@H](O)CC(=O)O)c(-c2ccc(F)cc2)c2ccccc21. The result is 1 (penetrates BBB). (4) The compound is CCCC1CC(C(=O)NC(C(C)Cl)C2OC(SC)C(OP(=O)(O)O)C(O)C2O)N(C)C1. The result is 0 (does not penetrate BBB). (5) The drug is O=C(O)c1ccc(-n2nc(-c3ccccc3O)nc2-c2ccccc2O)cc1. The result is 0 (does not penetrate BBB). (6) The compound is NS(=O)(=O)c1ccc(N2C(=O)C[C@@H](c3ccccc3)C2=O)c(Cl)c1. The result is 1 (penetrates BBB).